From a dataset of Full USPTO retrosynthesis dataset with 1.9M reactions from patents (1976-2016). Predict the reactants needed to synthesize the given product. Given the product [F:1][C:2]([F:44])([F:43])[C:3]1[CH:4]=[C:5]([CH:36]=[C:37]([C:39]([F:42])([F:41])[F:40])[CH:38]=1)[CH2:6][N:7]([C:29]1[N:34]=[CH:33][C:32]([N:45]2[CH:49]=[CH:48][N:47]=[CH:46]2)=[CH:31][N:30]=1)[C@@H:8]1[CH2:12][N:11]([C:13]2[C:18]([Cl:19])=[CH:17][N:16]=[C:15]([N:20]3[CH2:25][CH2:24][CH:23]([OH:26])[CH2:22][CH2:21]3)[N:14]=2)[C@H:10]([CH2:27][CH3:28])[CH2:9]1, predict the reactants needed to synthesize it. The reactants are: [F:1][C:2]([F:44])([F:43])[C:3]1[CH:4]=[C:5]([CH:36]=[C:37]([C:39]([F:42])([F:41])[F:40])[CH:38]=1)[CH2:6][N:7]([C:29]1[N:34]=[CH:33][C:32](Br)=[CH:31][N:30]=1)[C@@H:8]1[CH2:12][N:11]([C:13]2[C:18]([Cl:19])=[CH:17][N:16]=[C:15]([N:20]3[CH2:25][CH2:24][CH:23]([OH:26])[CH2:22][CH2:21]3)[N:14]=2)[C@H:10]([CH2:27][CH3:28])[CH2:9]1.[NH:45]1[CH:49]=[CH:48][N:47]=[CH:46]1.C([O-])([O-])=O.[K+].[K+].CN(C)CC(O)=O.N.O.